Dataset: Full USPTO retrosynthesis dataset with 1.9M reactions from patents (1976-2016). Task: Predict the reactants needed to synthesize the given product. (1) Given the product [CH2:23]([CH:9]1[CH2:8][N:7]([CH:14]2[CH2:18][CH2:17][CH2:16][CH2:15]2)[C:6]2[N:19]=[C:2]([Cl:1])[N:3]=[CH:4][C:5]=2[N:11]([CH3:12])[C:10]1=[O:13])[CH:22]=[CH2:21], predict the reactants needed to synthesize it. The reactants are: [Cl:1][C:2]1[N:3]=[CH:4][C:5]2[N:11]([CH3:12])[C:10](=[O:13])[CH2:9][CH2:8][N:7]([CH:14]3[CH2:18][CH2:17][CH2:16][CH2:15]3)[C:6]=2[N:19]=1.[Li+].[CH3:21][CH:22]([N-]C(C)C)[CH3:23].C(Br)C=C. (2) The reactants are: C[O:2][C:3](=[O:19])[C:4]1[CH:9]=[C:8]([C:10]2[O:11][CH:12]=[CH:13][N:14]=2)[CH:7]=[C:6]([O:15][CH2:16][CH:17]=[CH2:18])[CH:5]=1.[OH-].[Li+]. Given the product [CH2:16]([O:15][C:6]1[CH:5]=[C:4]([CH:9]=[C:8]([C:10]2[O:11][CH:12]=[CH:13][N:14]=2)[CH:7]=1)[C:3]([OH:19])=[O:2])[CH:17]=[CH2:18], predict the reactants needed to synthesize it. (3) Given the product [OH:38][C@H:36]([CH2:35][O:28][C:29]1[CH:34]=[CH:33][CH:32]=[CH:31][CH:30]=1)[CH2:37][NH:3][C@@H:4]([CH2:7][C:8]1[CH:13]=[CH:12][C:11]([O:14][C:15]2[CH:16]=[N:17][C:18]3[C:23]([CH:24]=2)=[CH:22][CH:21]=[CH:20][CH:19]=3)=[CH:10][CH:9]=1)[CH2:5][OH:6], predict the reactants needed to synthesize it. The reactants are: Cl.Cl.[NH2:3][C@@H:4]([CH2:7][C:8]1[CH:13]=[CH:12][C:11]([O:14][C:15]2[CH:16]=[N:17][C:18]3[C:23]([CH:24]=2)=[CH:22][CH:21]=[CH:20][CH:19]=3)=[CH:10][CH:9]=1)[CH2:5][OH:6].C[O-].[Na+].[O:28]([CH2:35][C@H:36]1[O:38][CH2:37]1)[C:29]1[CH:34]=[CH:33][CH:32]=[CH:31][CH:30]=1.